This data is from Forward reaction prediction with 1.9M reactions from USPTO patents (1976-2016). The task is: Predict the product of the given reaction. The product is: [CH2:25]([O:1][C:2]1[CH:10]=[CH:9][C:8]([CH3:11])=[CH:7][C:3]=1[C:4]([O:6][CH2:16][CH3:17])=[O:5])[CH3:26]. Given the reactants [OH:1][C:2]1[CH:10]=[CH:9][C:8]([CH3:11])=[CH:7][C:3]=1[C:4]([OH:6])=[O:5].S([O-])(O[CH2:16][CH3:17])(=O)=O.C(=O)([O-])[O-].[K+].[K+].[CH3:25][C:26](C)=O, predict the reaction product.